This data is from Forward reaction prediction with 1.9M reactions from USPTO patents (1976-2016). The task is: Predict the product of the given reaction. (1) Given the reactants BrC1SC2C(O)=C(C(=O)CCC=O)C(=O)N(C)C=2C=1.[O:20]1CCC[O:22][CH:21]1[CH2:26][CH2:27][C:28]([C:30]1[C:35](=[O:36])[N:34]([CH3:37])[C:33]2[CH:38]=[C:39]([Br:41])[S:40][C:32]=2[C:31]=1[OH:42])=[O:29], predict the reaction product. The product is: [Br:41][C:39]1[S:40][C:32]2[C:31]([OH:42])=[C:30]([C:28](=[O:29])[CH2:27][CH2:26][C:21]([OH:22])=[O:20])[C:35](=[O:36])[N:34]([CH3:37])[C:33]=2[CH:38]=1. (2) Given the reactants [I:1][C:2]1[CH:3]=[CH:4][C:5]([NH:12][S:13]([CH3:16])(=[O:15])=[O:14])=[C:6]([CH:11]=1)[C:7]([O:9][CH3:10])=[O:8].[C:17]([O-])([O-])=O.[K+].[K+].IC, predict the reaction product. The product is: [I:1][C:2]1[CH:3]=[CH:4][C:5]([N:12]([CH3:17])[S:13]([CH3:16])(=[O:15])=[O:14])=[C:6]([CH:11]=1)[C:7]([O:9][CH3:10])=[O:8]. (3) Given the reactants [O:1]=[C:2]1[CH2:7][O:6][C:5]2[CH:8]=[CH:9][C:10]([S:12](Cl)(=O)=O)=[CH:11][C:4]=2[NH:3]1.Cl.[Sn].C(OCC)(=O)C, predict the reaction product. The product is: [SH:12][C:10]1[CH:9]=[CH:8][C:5]2[O:6][CH2:7][C:2](=[O:1])[NH:3][C:4]=2[CH:11]=1. (4) Given the reactants Br[C:2]1[CH:3]=[CH:4][C:5]([O:18][CH:19]([CH3:21])[CH3:20])=[C:6]([C:8]2[O:9][C:10]3[CH:16]=[CH:15][C:14]([CH3:17])=[CH:13][C:11]=3[N:12]=2)[CH:7]=1.[Na+].[I-:23], predict the reaction product. The product is: [I:23][C:2]1[CH:3]=[CH:4][C:5]([O:18][CH:19]([CH3:21])[CH3:20])=[C:6]([C:8]2[O:9][C:10]3[CH:16]=[CH:15][C:14]([CH3:17])=[CH:13][C:11]=3[N:12]=2)[CH:7]=1.